From a dataset of Reaction yield outcomes from USPTO patents with 853,638 reactions. Predict the reaction yield, written as a fraction of the theoretical maximum amount of product (1.0 means a 100% yield; for example, 0.34 means a 34% yield). (1) The reactants are C[O:2][C:3]([C:5]1[CH:15]=[CH:14][C:8]2[O:9][C:10]([F:13])([F:12])[O:11][C:7]=2[CH:6]=1)=O.[H-].[Al+3].[Li+].[H-].[H-].[H-].O.[OH-].[Na+]. The catalyst is O1CCCC1. The product is [F:13][C:10]1([F:12])[O:9][C:8]2[CH:14]=[CH:15][C:5]([CH2:3][OH:2])=[CH:6][C:7]=2[O:11]1. The yield is 0.760. (2) The reactants are [N:1]1[CH:6]=[CH:5][CH:4]=[C:3]([N:7]2[CH2:22][CH2:21][CH2:20][C:8]32[CH2:12][N:11](C(OC(C)(C)C)=O)[CH2:10][CH2:9]3)[CH:2]=1.[ClH:23]. The product is [ClH:23].[ClH:23].[N:1]1[CH:6]=[CH:5][CH:4]=[C:3]([N:7]2[C:8]3([CH2:9][CH2:10][NH:11][CH2:12]3)[CH2:20][CH2:21][CH2:22]2)[CH:2]=1. The catalyst is ClCCl.Cl. The yield is 0.720.